From a dataset of Reaction yield outcomes from USPTO patents with 853,638 reactions. Predict the reaction yield, written as a fraction of the theoretical maximum amount of product (1.0 means a 100% yield; for example, 0.34 means a 34% yield). (1) The reactants are C([O:3][C:4]([C:6]1[NH:7][C:8]2[C:13]([CH:14]=1)=[CH:12][C:11]([O:15][CH2:16][CH:17]1[CH2:22][CH2:21][N:20]([CH3:23])[CH2:19][CH2:18]1)=[CH:10][CH:9]=2)=[O:5])C.[OH-].[Na+].[ClH:26]. The catalyst is CO.O. The product is [ClH:26].[CH3:23][N:20]1[CH2:21][CH2:22][CH:17]([CH2:16][O:15][C:11]2[CH:12]=[C:13]3[C:8](=[CH:9][CH:10]=2)[NH:7][C:6]([C:4]([OH:5])=[O:3])=[CH:14]3)[CH2:18][CH2:19]1. The yield is 0.690. (2) The reactants are [N+:1]([C:4]1[CH:5]=[C:6]2[C:10](=[CH:11][CH:12]=1)[NH:9][N:8]=[CH:7]2)([O-])=O. The catalyst is [Pd]. The product is [NH2:1][C:4]1[CH:5]=[C:6]2[C:10](=[CH:11][CH:12]=1)[NH:9][N:8]=[CH:7]2. The yield is 0.626. (3) The reactants are [Cl:1][C:2]1[N:7]=[C:6](Cl)[C:5]([F:9])=[CH:4][N:3]=1.[CH2:10]([O:14][C:15]1[CH:21]=[CH:20][C:18]([NH2:19])=[CH:17][CH:16]=1)[CH2:11][CH2:12][CH3:13].Cl.[OH-].[Na+]. The catalyst is CC(C)=O.O. The product is [Cl:1][C:2]1[N:7]=[C:6]([NH:19][C:18]2[CH:17]=[CH:16][C:15]([O:14][CH2:10][CH2:11][CH2:12][CH3:13])=[CH:21][CH:20]=2)[C:5]([F:9])=[CH:4][N:3]=1. The yield is 0.800.